Dataset: Catalyst prediction with 721,799 reactions and 888 catalyst types from USPTO. Task: Predict which catalyst facilitates the given reaction. (1) Reactant: [CH2:1]([Li])[CH2:2][CH2:3][CH3:4].O=O.Br[C:9]1[CH:14]=[CH:13][C:12]([CH3:15])=[C:11]([CH2:16][C:17]2[CH:22]=[CH:21][C:20]([O:23][CH3:24])=[CH:19][CH:18]=2)[CH:10]=1.CON(C)[C:28](=[O:80])[C@H:29]([O:72]CC1C=CC=CC=1)[C@@H:30]([O:64][CH2:65][C:66]1[CH:71]=[CH:70][CH:69]=[CH:68][CH:67]=1)[C@H:31]([O:56][CH2:57][C:58]1[CH:63]=[CH:62][CH:61]=[CH:60][CH:59]=1)[C:32]([OH:55])([CH2:44][O:45][CH2:46][C:47]1[CH:52]=[CH:51][C:50]([O:53][CH3:54])=[CH:49][CH:48]=1)[CH2:33][O:34][CH2:35][C:36]1[CH:41]=[CH:40][C:39]([O:42][CH3:43])=[CH:38][CH:37]=1.[Al].O1C[CH2:86][CH2:85][CH2:84]1. Product: [CH2:1]([O:72][CH:29]1[C@@H:30]([O:64][CH2:65][C:66]2[CH:67]=[CH:68][CH:69]=[CH:70][CH:71]=2)[C@H:31]([O:56][CH2:57][C:58]2[CH:63]=[CH:62][CH:61]=[CH:60][CH:59]=2)[C:32]([CH2:44][O:45][CH2:46][C:47]2[CH:48]=[CH:49][C:50]([O:53][CH3:54])=[CH:51][CH:52]=2)([CH2:33][O:34][CH2:35][C:36]2[CH:37]=[CH:38][C:39]([O:42][CH3:43])=[CH:40][CH:41]=2)[O:55][C:28]1([C:9]1[CH:14]=[CH:13][C:12]([CH3:15])=[C:11]([CH2:16][C:17]2[CH:22]=[CH:21][C:20]([O:23][CH3:24])=[CH:19][CH:18]=2)[CH:10]=1)[OH:80])[C:2]1[CH:86]=[CH:85][CH:84]=[CH:4][CH:3]=1. The catalyst class is: 27. (2) Reactant: [F-].[CH2:15]([N+]([CH2:15][CH2:16][CH2:17][CH3:18])([CH2:15][CH2:16][CH2:17][CH3:18])[CH2:15][CH2:16][CH2:17][CH3:18])[CH2:16][CH2:17][CH3:18].[Cl:19][C:20]1[CH:25]=[CH:24][C:23]([C@:26]2([O:44][C@H:43]([CH2:45][O:46]C(=O)C)[C@@H:38]([O:39]C(=O)C)[C@H:33]([O:34]C(=O)C)[C@H:28]2[O:29]C(=O)C)[OH:27])=[CH:22][C:21]=1[CH:50](C#C[Si](C(C)C)(C(C)C)C(C)C)[C:51]1[CH:56]=CC=[CH:53][CH:52]=1.[OH-].[K+].Cl. Product: [Cl:19][C:20]1[CH:25]=[CH:24][C:23]([C@:26]2([O:44][C@H:43]([CH2:45][OH:46])[C@@H:38]([OH:39])[C@H:33]([OH:34])[C@H:28]2[OH:29])[OH:27])=[CH:22][C:21]=1[CH2:50][C:51]1[CH:56]=[CH:15][C:16]([C:17]#[CH:18])=[CH:53][CH:52]=1. The catalyst class is: 83.